This data is from Forward reaction prediction with 1.9M reactions from USPTO patents (1976-2016). The task is: Predict the product of the given reaction. (1) Given the reactants [Cl:1][C:2]1[C:3]([C:32]2[C:40]3[C:35](=[CH:36][CH:37]=[CH:38][CH:39]=3)[NH:34][C:33]=2[CH3:41])=[N:4][C:5]([NH:8][C@@H:9]2[CH2:14][CH2:13][CH2:12][C@H:11]([NH:15][C:16]([C:18]3[CH:23]=[CH:22][C:21]([NH:24]C(=O)OC(C)(C)C)=[CH:20][CH:19]=3)=[O:17])[CH2:10]2)=[N:6][CH:7]=1.Cl.CC(=O)OCC, predict the reaction product. The product is: [NH2:24][C:21]1[CH:22]=[CH:23][C:18]([C:16]([NH:15][C@H:11]2[CH2:12][CH2:13][CH2:14][C@@H:9]([NH:8][C:5]3[N:4]=[C:3]([C:32]4[C:40]5[C:35](=[CH:36][CH:37]=[CH:38][CH:39]=5)[NH:34][C:33]=4[CH3:41])[C:2]([Cl:1])=[CH:7][N:6]=3)[CH2:10]2)=[O:17])=[CH:19][CH:20]=1. (2) Given the reactants [F:1][C:2]1[CH:7]=[CH:6][C:5]([CH:8]2[NH:13][CH2:12][CH2:11][N:10]3[N:14]=[C:15]([N:17]([C:25]([O:27][C:28]([CH3:31])([CH3:30])[CH3:29])=[O:26])[C:18]([O:20][C:21]([CH3:24])([CH3:23])[CH3:22])=[O:19])[N:16]=[C:9]23)=[CH:4][CH:3]=1.C(N(C(C)C)CC)(C)C.[C:41](Cl)(=[O:45])[CH:42]([CH3:44])[CH3:43], predict the reaction product. The product is: [F:1][C:2]1[CH:7]=[CH:6][C:5]([CH:8]2[N:13]([C:41](=[O:45])[CH:42]([CH3:44])[CH3:43])[CH2:12][CH2:11][N:10]3[N:14]=[C:15]([N:17]([C:18]([O:20][C:21]([CH3:22])([CH3:23])[CH3:24])=[O:19])[C:25]([O:27][C:28]([CH3:31])([CH3:30])[CH3:29])=[O:26])[N:16]=[C:9]23)=[CH:4][CH:3]=1. (3) Given the reactants [C:1]([CH2:9][CH2:10][CH2:11][CH2:12][CH2:13][CH2:14][C:15]([O:17][CH2:18][CH3:19])=[O:16])(=[O:8])[C:2]1[CH:7]=[CH:6][CH:5]=[CH:4][CH:3]=1.[C:20](Cl)(=O)[C:21]1C=CC=[CH:23][CH:22]=1, predict the reaction product. The product is: [C:2]1([C:1]([CH2:9][CH2:10][CH2:11][CH2:12][CH2:13][CH2:14][C:15]([O:17][CH2:18][CH3:19])=[O:16])=[O:8])[C:7]2[C:6](=[CH:20][CH:21]=[CH:22][CH:23]=2)[CH:5]=[CH:4][CH:3]=1. (4) Given the reactants [Br:1][C:2]1[CH:3]=[CH:4][C:5]([N:8]2[CH:12]=[C:11]([CH2:13][CH2:14][CH2:15][OH:16])[C:10]([C:17]([CH3:20])([CH3:19])[CH3:18])=[N:9]2)=[N:6][CH:7]=1.O[C:22]1[C:27]([O:28][CH3:29])=[CH:26][CH:25]=[CH:24][C:23]=1[CH2:30][C:31]([O:33]C)=[O:32].C(P(CCCC)CCCC)CCC.N(C(N1CCCCC1)=O)=NC(N1CCCCC1)=O, predict the reaction product. The product is: [Br:1][C:2]1[CH:3]=[CH:4][C:5]([N:8]2[CH:12]=[C:11]([CH2:13][CH2:14][CH2:15][O:16][C:22]3[C:27]([O:28][CH3:29])=[CH:26][CH:25]=[CH:24][C:23]=3[CH2:30][C:31]([OH:33])=[O:32])[C:10]([C:17]([CH3:20])([CH3:19])[CH3:18])=[N:9]2)=[N:6][CH:7]=1. (5) Given the reactants [I:1]N1C(=O)CCC1=O.[CH:9]1([C:13]2[CH:22]=[C:21]([CH3:23])[CH:20]=[CH:19][C:14]=2[C:15]([O:17][CH3:18])=[O:16])[CH2:12][CH2:11][CH2:10]1.CO, predict the reaction product. The product is: [CH:9]1([C:13]2[CH:22]=[C:21]([CH3:23])[C:20]([I:1])=[CH:19][C:14]=2[C:15]([O:17][CH3:18])=[O:16])[CH2:12][CH2:11][CH2:10]1.